This data is from Catalyst prediction with 721,799 reactions and 888 catalyst types from USPTO. The task is: Predict which catalyst facilitates the given reaction. (1) Reactant: [CH3:1][O:2][C:3]([C:5]1[C:16]2[C:15]3[N:11]([CH:12]=[CH:13][N:14]=3)[CH2:10][CH2:9][C:8]=2[N:7](CCC2C=CC([N+]([O-])=O)=CC=2)[CH:6]=1)=[O:4].[H-].[Na+].C(Cl)(Cl)Cl.C(O)(=O)C. Product: [CH3:1][O:2][C:3]([C:5]1[C:16]2[C:15]3[N:11]([CH:12]=[CH:13][N:14]=3)[CH2:10][CH2:9][C:8]=2[NH:7][CH:6]=1)=[O:4]. The catalyst class is: 215. (2) Reactant: [OH-:1].[Na+].[NH2:3][C:4]1[N:8]([CH:9]2[CH2:14][CH2:13][CH2:12][N:11](C(OCC3C=CC=CC=3)=O)[CH2:10]2)[N:7]=[C:6]([C:25]2[CH:30]=[CH:29][C:28]([O:31][C:32]3[CH:37]=[CH:36][C:35]([F:38])=[CH:34][C:33]=3[F:39])=[CH:27][CH:26]=2)[C:5]=1[C:40]#[N:41]. Product: [NH2:3][C:4]1[N:8]([CH:9]2[CH2:14][CH2:13][CH2:12][NH:11][CH2:10]2)[N:7]=[C:6]([C:25]2[CH:26]=[CH:27][C:28]([O:31][C:32]3[CH:37]=[CH:36][C:35]([F:38])=[CH:34][C:33]=3[F:39])=[CH:29][CH:30]=2)[C:5]=1[C:40]([NH2:41])=[O:1]. The catalyst class is: 40. (3) Reactant: [F:1][C:2]1[CH:3]=[CH:4][C:5]([N:8]2[CH:12]=[CH:11][C:10]([CH2:13][OH:14])=[N:9]2)=[N:6][CH:7]=1. Product: [F:1][C:2]1[CH:3]=[CH:4][C:5]([N:8]2[CH:12]=[CH:11][C:10]([CH:13]=[O:14])=[N:9]2)=[N:6][CH:7]=1. The catalyst class is: 428. (4) Reactant: Cl.[Cl:2][C:3]1[CH:8]=[CH:7][C:6]([CH2:9][CH:10]([NH:30]C(=O)[O-])[C:11]([N:13]2[CH2:18][CH2:17][N:16]([C:19]3[C:20]4[CH:27]([CH3:28])[S:26](=[O:29])[CH2:25][C:21]=4[N:22]=[CH:23][N:24]=3)[CH2:15][CH2:14]2)=[O:12])=[CH:5][CH:4]=1. Product: [NH2:30][C@H:10]([CH2:9][C:6]1[CH:5]=[CH:4][C:3]([Cl:2])=[CH:8][CH:7]=1)[C:11]([N:13]1[CH2:14][CH2:15][N:16]([C:19]2[C:20]3[CH:27]([CH3:28])[S:26](=[O:29])[CH2:25][C:21]=3[N:22]=[CH:23][N:24]=2)[CH2:17][CH2:18]1)=[O:12]. The catalyst class is: 61. (5) Reactant: [SH:1][CH2:2][C:3]([OH:5])=[O:4].Cl[CH2:7][C:8](=[O:13])[CH2:9][C:10]([OH:12])=[O:11]. Product: [C:3]([CH2:2][S:1][CH2:7][C:8](=[O:13])[CH2:9][C:10]([OH:12])=[O:11])([OH:5])=[O:4]. The catalyst class is: 5. (6) Reactant: [C:1]([N:8]1[CH2:12][C@@H:11]([NH2:13])[CH2:10][C@H:9]1[C:14]([N:16]([CH3:18])[CH3:17])=[O:15])([O:3][C:4]([CH3:7])([CH3:6])[CH3:5])=[O:2].CC(C)([O-])C.[Na+].C(P(C(C)(C)C)C1C=CC=CC=1C1C=CC=CC=1)(C)(C)C.Br[C:47]1[CH:52]=[CH:51][C:50]([F:53])=[CH:49][C:48]=1[F:54]. Product: [C:1]([N:8]1[CH2:12][C@@H:11]([NH:13][C:47]2[CH:52]=[CH:51][C:50]([F:53])=[CH:49][C:48]=2[F:54])[CH2:10][C@H:9]1[C:14]([N:16]([CH3:18])[CH3:17])=[O:15])([O:3][C:4]([CH3:7])([CH3:6])[CH3:5])=[O:2]. The catalyst class is: 101. (7) Reactant: [OH-].[Li+].[Cl:3][C:4]1[CH:9]=[CH:8][C:7]([C:10]([NH:12][C@@H:13]([CH:18]2[CH2:23][CH2:22][CH2:21][CH2:20][CH2:19]2)[C:14]([O:16]C)=[O:15])=[O:11])=[C:6]([NH:24][C:25]([NH:27][C:28]2[C:33]([Cl:34])=[CH:32][CH:31]=[CH:30][C:29]=2[Cl:35])=[O:26])[CH:5]=1.CO.Cl. Product: [Cl:3][C:4]1[CH:9]=[CH:8][C:7]([C:10]([NH:12][C@@H:13]([CH:18]2[CH2:23][CH2:22][CH2:21][CH2:20][CH2:19]2)[C:14]([OH:16])=[O:15])=[O:11])=[C:6]([NH:24][C:25]([NH:27][C:28]2[C:29]([Cl:35])=[CH:30][CH:31]=[CH:32][C:33]=2[Cl:34])=[O:26])[CH:5]=1. The catalyst class is: 20.